This data is from Reaction yield outcomes from USPTO patents with 853,638 reactions. The task is: Predict the reaction yield, written as a fraction of the theoretical maximum amount of product (1.0 means a 100% yield; for example, 0.34 means a 34% yield). (1) The reactants are [CH:1]1([C:8](Cl)=[O:9])[CH2:7][CH2:6][CH2:5][CH2:4][CH2:3][CH2:2]1.[CH2:11]([O:13][C:14]#[CH:15])[CH3:12].C(N(CC)CC)C. The catalyst is C(OCC)C. The product is [CH2:11]([O:13][CH:14]1[C:1]2([CH2:7][CH2:6][CH2:5][CH2:4][CH2:3][CH2:2]2)[C:8](=[O:9])[CH2:15]1)[CH3:12]. The yield is 0.870. (2) The reactants are [CH3:1][O:2][C:3]1[CH:4]=[C:5]2[C:10](=[CH:11][C:12]=1[O:13][CH3:14])[N:9]=[CH:8][N:7]=[C:6]2[O:15][C:16]1[CH:17]=[C:18]([CH:20]=[CH:21][CH:22]=1)[NH2:19].[C:23]([C:27]1[CH:31]=[C:30]([NH:32][C:33](=O)[O:34]C2C=CC=CC=2)[N:29]([C:42]2[CH:43]=[N:44][CH:45]=[C:46]([F:48])[CH:47]=2)[N:28]=1)([CH3:26])([CH3:25])[CH3:24]. The catalyst is C1COCC1.CN(C1C=CN=CC=1)C. The product is [C:23]([C:27]1[CH:31]=[C:30]([NH:32][C:33]([NH:19][C:18]2[CH:20]=[CH:21][CH:22]=[C:16]([O:15][C:6]3[C:5]4[C:10](=[CH:11][C:12]([O:13][CH3:14])=[C:3]([O:2][CH3:1])[CH:4]=4)[N:9]=[CH:8][N:7]=3)[CH:17]=2)=[O:34])[N:29]([C:42]2[CH:43]=[N:44][CH:45]=[C:46]([F:48])[CH:47]=2)[N:28]=1)([CH3:26])([CH3:24])[CH3:25]. The yield is 0.500. (3) The reactants are C[O:2][C:3](=O)[C:4]1[CH:9]=[C:8]([N+:10]([O-:12])=[O:11])[C:7]([C:13]([F:16])([F:15])[F:14])=[CH:6][C:5]=1[N:17]=[C:18]=[O:19].[CH3:21][S:22]([NH:25][NH2:26])(=[O:24])=[O:23].[OH-].[Na+].Cl. The catalyst is C1COCC1. The product is [N+:10]([C:8]1[CH:9]=[C:4]2[C:5](=[CH:6][C:7]=1[C:13]([F:16])([F:15])[F:14])[NH:17][C:18](=[O:19])[N:26]([NH:25][S:22]([CH3:21])(=[O:24])=[O:23])[C:3]2=[O:2])([O-:12])=[O:11]. The yield is 0.810.